This data is from Full USPTO retrosynthesis dataset with 1.9M reactions from patents (1976-2016). The task is: Predict the reactants needed to synthesize the given product. (1) Given the product [CH3:5][CH:4]([O:6][C:7]1[CH:15]=[CH:14][CH:13]=[C:12]2[C:8]=1[CH:9]=[CH:10][NH:11]2)[C:3]([OH:16])=[O:2], predict the reactants needed to synthesize it. The reactants are: C[O:2][C:3](=[O:16])[CH:4]([O:6][C:7]1[CH:15]=[CH:14][CH:13]=[C:12]2[C:8]=1[CH:9]=[CH:10][NH:11]2)[CH3:5].O1CCOCC1.[OH-].[Na+].Cl. (2) Given the product [Br:1][C:2]1[CH:3]=[C:4]([CH2:24][CH:25]([F:30])[C:26]([O:28][CH3:29])=[O:27])[CH:5]=[C:6]([Br:23])[C:7]=1[O:8][C:9]1[CH:14]=[CH:13][C:12]([NH:15][C:16](=[O:19])[CH2:17][S:39]([CH3:38])(=[O:41])=[O:40])=[C:11]([N+:20]([O-:22])=[O:21])[CH:10]=1, predict the reactants needed to synthesize it. The reactants are: [Br:1][C:2]1[CH:3]=[C:4]([CH2:24][CH:25]([F:30])[C:26]([O:28][CH3:29])=[O:27])[CH:5]=[C:6]([Br:23])[C:7]=1[O:8][C:9]1[CH:14]=[CH:13][C:12]([NH:15][C:16](=[O:19])[CH2:17]Cl)=[C:11]([N+:20]([O-:22])=[O:21])[CH:10]=1.C(=O)([O-])[O-].[K+].[K+].[Na+].[CH3:38][S:39]([O-:41])=[O:40]. (3) Given the product [ClH:18].[Br:1][C:2]1[CH:3]=[C:4]([Cl:18])[C:5]([CH2:8][CH2:9][NH2:10])=[N:6][CH:7]=1, predict the reactants needed to synthesize it. The reactants are: [Br:1][C:2]1[CH:3]=[C:4]([Cl:18])[C:5]([CH2:8][CH2:9][NH:10]C(=O)OC(C)(C)C)=[N:6][CH:7]=1.Cl. (4) Given the product [OH:13][CH2:12][C:4]1[O:5][C:6]2[C:11]([C:2](=[O:1])[CH:3]=1)=[CH:10][CH:9]=[CH:8][CH:7]=2, predict the reactants needed to synthesize it. The reactants are: [O:1]=[C:2]1[C:11]2[C:6](=[CH:7][CH:8]=[CH:9][CH:10]=2)[O:5][C:4]([C:12](OC)=[O:13])=[CH:3]1.[BH4-].[Na+]. (5) The reactants are: F[C:2]1[CH:7]=[CH:6][C:5]([N+:8]([O-:10])=[O:9])=[CH:4][CH:3]=1.[CH3:11][N:12]([CH:16]1[CH2:20][CH2:19][NH:18][CH2:17]1)[C:13](=[O:15])[CH3:14].C(=O)([O-])[O-].[Cs+].[Cs+].O. Given the product [CH3:11][N:12]([CH:16]1[CH2:20][CH2:19][N:18]([C:2]2[CH:7]=[CH:6][C:5]([N+:8]([O-:10])=[O:9])=[CH:4][CH:3]=2)[CH2:17]1)[C:13](=[O:15])[CH3:14], predict the reactants needed to synthesize it. (6) The reactants are: [C:1]([CH:9]([CH:15]([CH3:17])[CH3:16])[C:10]([O:12]CC)=O)(=O)[C:2]1[CH:7]=[CH:6][CH:5]=[CH:4][CH:3]=1.[NH2:18][C:19]1[NH:23][N:22]=[CH:21][C:20]=1[C:24]#[N:25]. Given the product [CH:15]([C:9]1[C:10](=[O:12])[N:23]2[N:22]=[CH:21][C:20]([C:24]#[N:25])=[C:19]2[NH:18][C:1]=1[C:2]1[CH:3]=[CH:4][CH:5]=[CH:6][CH:7]=1)([CH3:16])[CH3:17], predict the reactants needed to synthesize it. (7) Given the product [F:24][C:11]1[CH:10]=[C:9]([C:6]2[CH:5]=[CH:4][N:3]=[C:2]3[NH:1][C:30]([C:29]4[CH:32]=[CH:33][CH:34]=[CH:35][C:28]=4[N+:25]([O-:27])=[O:26])=[N:8][C:7]=23)[CH:14]=[CH:13][C:12]=1[CH2:15][NH:16][C:17](=[O:23])[O:18][C:19]([CH3:20])([CH3:21])[CH3:22], predict the reactants needed to synthesize it. The reactants are: [NH2:1][C:2]1[C:7]([NH2:8])=[C:6]([C:9]2[CH:14]=[CH:13][C:12]([CH2:15][NH:16][C:17](=[O:23])[O:18][C:19]([CH3:22])([CH3:21])[CH3:20])=[C:11]([F:24])[CH:10]=2)[CH:5]=[CH:4][N:3]=1.[N+:25]([C:28]1[CH:35]=[CH:34][CH:33]=[CH:32][C:29]=1[CH:30]=O)([O-:27])=[O:26].